This data is from Reaction yield outcomes from USPTO patents with 853,638 reactions. The task is: Predict the reaction yield, written as a fraction of the theoretical maximum amount of product (1.0 means a 100% yield; for example, 0.34 means a 34% yield). (1) The reactants are [C:1]([O:5][C:6]([N:8]1[CH2:12][C@@H:11]([OH:13])[CH2:10][C@H:9]1[CH2:14][O:15][C:16]1[CH:25]=[CH:24][C:19]([C:20]([O:22][CH3:23])=[O:21])=[CH:18][CH:17]=1)=[O:7])([CH3:4])([CH3:3])[CH3:2].[H-].[Na+].[CH3:28]I. The catalyst is C1COCC1. The product is [C:1]([O:5][C:6]([N:8]1[CH2:12][C@@H:11]([O:13][CH3:28])[CH2:10][C@H:9]1[CH2:14][O:15][C:16]1[CH:17]=[CH:18][C:19]([C:20]([O:22][CH3:23])=[O:21])=[CH:24][CH:25]=1)=[O:7])([CH3:4])([CH3:2])[CH3:3]. The yield is 0.600. (2) The reactants are C([O:3][C:4](=O)[C:5]1[CH:10]=[CH:9][C:8]([Cl:11])=[C:7]([O:12][CH2:13][CH3:14])[CH:6]=1)C.[H-].C([Al+]CC(C)C)C(C)C. The catalyst is C1COCC1. The product is [Cl:11][C:8]1[CH:9]=[CH:10][C:5]([CH2:4][OH:3])=[CH:6][C:7]=1[O:12][CH2:13][CH3:14]. The yield is 1.00. (3) The reactants are [Cl:1][C:2]1[CH:3]=[C:4]([C:8]2[C:13]([O:14][CH3:15])=[CH:12][CH:11]=[C:10]([CH2:16][C:17]3[CH:18]=[CH:19][C:20]([NH2:23])=[N:21][CH:22]=3)[C:9]=2[F:24])[CH:5]=[CH:6][CH:7]=1.Br[CH2:26][C:27](=O)[C:28]([O:30][CH2:31][CH3:32])=[O:29].C([O-])(O)=O.[Na+]. The catalyst is COCCOC. The product is [CH2:31]([O:30][C:28]([C:27]1[N:23]=[C:20]2[CH:19]=[CH:18][C:17]([CH2:16][C:10]3[C:9]([F:24])=[C:8]([C:4]4[CH:5]=[CH:6][CH:7]=[C:2]([Cl:1])[CH:3]=4)[C:13]([O:14][CH3:15])=[CH:12][CH:11]=3)=[CH:22][N:21]2[CH:26]=1)=[O:29])[CH3:32]. The yield is 0.270. (4) The reactants are Br[CH2:2][C:3]1[CH:8]=[CH:7][C:6]([C:9]2[CH:14]=[CH:13][CH:12]=[CH:11][CH:10]=2)=[CH:5][CH:4]=1.[P:15]([O:22]CC)([O:19][CH2:20][CH3:21])[O:16][CH2:17][CH3:18]. No catalyst specified. The product is [C:6]1([C:9]2[CH:14]=[CH:13][CH:12]=[CH:11][CH:10]=2)[CH:7]=[CH:8][C:3]([CH2:2][P:15](=[O:22])([O:19][CH2:20][CH3:21])[O:16][CH2:17][CH3:18])=[CH:4][CH:5]=1. The yield is 1.00. (5) The reactants are [CH3:1][S:2][C:3]1[S:7][C:6]2=[N:8][C:9]([C:11]3[O:12][C:13]4[CH:19]=[CH:18][CH:17]=[C:16]([O:20][CH2:21][C@H:22]5[CH2:26][CH2:25][CH2:24][N:23]5[C:27](=[O:43])[C@H:28]([NH:35][C:36](=[O:42])OC(C)(C)C)C5C=CC=CC=5)[C:14]=4[N:15]=3)=[CH:10][N:5]2[N:4]=1.[C:44](O)([C:46](F)(F)F)=O.C(O)(=O)[C:52]1[CH:57]=[CH:56][CH:55]=[CH:54][CH:53]=1.CN(C(ON1N=N[C:70]2[CH:71]=[CH:72]C=N[C:69]1=2)=[N+](C)C)C.F[P-](F)(F)(F)(F)F.CCN(C(C)C)C(C)C.CO.O.FC(C(O)=O)(F)F. The catalyst is C(Cl)Cl.CC(O)=O. The product is [CH3:1][S:2][C:3]1[S:7][C:6]2=[N:8][C:9]([C:11]3[O:12][C:13]4[CH:19]=[CH:18][CH:17]=[C:16]([O:20][CH2:21][C@H:22]5[CH2:26][CH2:25][CH2:24][N:23]5[C:27](=[O:43])[C@H:28]([NH:35][C:36](=[O:42])[C:46]5[CH:44]=[CH:72][CH:71]=[CH:70][CH:69]=5)[C:52]5[CH:53]=[CH:54][CH:55]=[CH:56][CH:57]=5)[C:14]=4[N:15]=3)=[CH:10][N:5]2[N:4]=1. The yield is 0.410. (6) The catalyst is C1C=CC(P(C2C=CC=CC=2)[C-]2C=CC=C2)=CC=1.C1C=CC(P(C2C=CC=CC=2)[C-]2C=CC=C2)=CC=1.Cl[Pd]Cl.[Fe+2]. The yield is 0.600. The product is [CH2:4]([C:2]1[CH:20]=[CH:19][CH:18]=[C:17]([Cl:21])[C:3]=1[CH2:4][CH:5]1[CH2:9][CH2:8][N:7]([CH:10]2[CH2:15][CH2:14][CH2:13][CH2:12][CH2:11]2)[C:6]1=[O:16])[C:3]1[CH:17]=[CH:18][CH:19]=[CH:20][CH:2]=1. The reactants are Br[C:2]1[CH:20]=[CH:19][CH:18]=[C:17]([Cl:21])[C:3]=1[CH2:4][CH:5]1[CH2:9][CH2:8][N:7]([CH:10]2[CH2:15][CH2:14][CH2:13][CH2:12][CH2:11]2)[C:6]1=[O:16].C([O-])([O-])=O.[Cs+].[Cs+].C(=O)(O)[O-]. (7) The reactants are [C:1]([C:5]1[CH:10]=[CH:9][C:8]([C:11]2[N:15]([CH2:16][C:17]3[CH:22]=[CH:21][CH:20]=[CH:19][CH:18]=3)[N:14]=[C:13]([C:23](=O)[CH3:24])[C:12]=2[OH:26])=[CH:7][CH:6]=1)([CH3:4])([CH3:3])[CH3:2].[NH:27]([C:29]([NH:31][C:32]1[CH:40]=[CH:39][C:35]([C:36]([OH:38])=[O:37])=[CH:34][CH:33]=1)=[S:30])[NH2:28].CN(C)C=O. The catalyst is Cl.O. The product is [C:1]([C:5]1[CH:6]=[CH:7][C:8]([C:11]2[N:15]([CH2:16][C:17]3[CH:18]=[CH:19][CH:20]=[CH:21][CH:22]=3)[N:14]=[C:13]([C:23](=[N:28][NH:27][C:29]([NH:31][C:32]3[CH:40]=[CH:39][C:35]([C:36]([OH:38])=[O:37])=[CH:34][CH:33]=3)=[S:30])[CH3:24])[C:12]=2[OH:26])=[CH:9][CH:10]=1)([CH3:4])([CH3:3])[CH3:2]. The yield is 0.700. (8) The product is [C:1]([Si:5]([O:8]/[C:9](/[C:12]1[CH:17]=[CH:16][CH:15]=[C:14]([Cl:18])[CH:13]=1)=[CH:10]\[CH2:11][CH3:20])([CH3:7])[CH3:6])([CH3:2])([CH3:3])[CH3:4]. The reactants are [C:1]([Si:5]([O:8]/[C:9](/[C:12]1[CH:17]=[CH:16][CH:15]=[C:14]([Cl:18])[CH:13]=1)=[CH:10]\[CH3:11])([CH3:7])[CH3:6])([CH3:4])([CH3:3])[CH3:2].Cl[CH:20](C)CC(C1C=CC=CC=1)=O.[Si](OS(C(F)(F)F)(=O)=O)(C(C)(C)C)(C)C.CCN(CC)CC. The catalyst is C(Cl)Cl. The yield is 0.740.